Dataset: Full USPTO retrosynthesis dataset with 1.9M reactions from patents (1976-2016). Task: Predict the reactants needed to synthesize the given product. (1) Given the product [CH3:8][N:9]([CH3:36])[C:10]1[CH:11]=[CH:12][C:13]([NH:16][C:17]2[CH:29]=[C:28]([C:30]3[CH:35]=[CH:34][CH:33]=[CH:32][CH:31]=3)[CH:27]=[CH:26][C:18]=2[C:19]([OH:21])=[O:20])=[CH:14][CH:15]=1, predict the reactants needed to synthesize it. The reactants are: FC(F)(F)C(O)=O.[CH3:8][N:9]([CH3:36])[C:10]1[CH:15]=[CH:14][C:13]([NH:16][C:17]2[CH:29]=[C:28]([C:30]3[CH:35]=[CH:34][CH:33]=[CH:32][CH:31]=3)[CH:27]=[CH:26][C:18]=2[C:19]([O:21]C(C)(C)C)=[O:20])=[CH:12][CH:11]=1. (2) Given the product [Br:16][C@H:10]([CH2:9][CH2:8][N:3]1[C:2](=[O:1])[CH2:6][CH2:5][C:4]1=[O:7])[C:11]([OH:13])=[O:12], predict the reactants needed to synthesize it. The reactants are: [O:1]=[C:2]1[CH2:6][CH2:5][C:4](=[O:7])[N:3]1[CH2:8][CH2:9][C@H:10](O)[C:11]([OH:13])=[O:12].O.[BrH:16].C(O)(=O)C. (3) Given the product [CH2:15]([O:14][C:12]1[C:11]([C:17]([F:20])([F:18])[F:19])=[CH:10][C:9]2[NH:21][C:22](=[O:43])[CH2:23][C:24]([C:25]3[CH:30]=[CH:29][CH:28]=[C:27]([C:31]4[CH:36]=[CH:35][N:34]=[C:33]([N:37]5[CH2:38][CH2:39][CH2:40][CH2:41]5)[CH:32]=4)[CH:26]=3)=[N:7][C:8]=2[CH:13]=1)[CH3:16], predict the reactants needed to synthesize it. The reactants are: C(OC(=O)[NH:7][C:8]1[CH:13]=[C:12]([O:14][CH2:15][CH3:16])[C:11]([C:17]([F:20])([F:19])[F:18])=[CH:10][C:9]=1[NH:21][C:22](=[O:43])[CH2:23][C:24](=O)[C:25]1[CH:30]=[CH:29][CH:28]=[C:27]([C:31]2[CH:36]=[CH:35][N:34]=[C:33]([N:37]3[CH2:41][CH2:40][CH2:39][CH2:38]3)[CH:32]=2)[CH:26]=1)(C)(C)C.C(O)(C(F)(F)F)=O. (4) The reactants are: [F:1][C:2]([F:15])([F:14])[CH:3]1[C:12]2[C:7](=[CH:8][CH:9]=[CH:10][CH:11]=2)[NH:6][C:5](=O)[CH2:4]1.CSC.B. Given the product [F:15][C:2]([F:1])([F:14])[CH:3]1[C:12]2[C:7](=[CH:8][CH:9]=[CH:10][CH:11]=2)[NH:6][CH2:5][CH2:4]1, predict the reactants needed to synthesize it. (5) Given the product [Cl:1][C:2]1[CH:3]=[C:4]([C:12]2[O:16][N:15]=[C:14]([C:17]3[CH:18]=[C:19]4[C:23](=[CH:24][CH:25]=3)[N:22]([CH2:26][CH2:27][C:28]([OH:30])=[O:29])[N:21]=[CH:20]4)[N:13]=2)[CH:5]=[N:6][C:7]=1[O:8][CH:9]([CH3:10])[CH3:11], predict the reactants needed to synthesize it. The reactants are: [Cl:1][C:2]1[CH:3]=[C:4]([C:12]2[O:16][N:15]=[C:14]([C:17]3[CH:18]=[C:19]4[C:23](=[CH:24][CH:25]=3)[N:22]([CH2:26][CH2:27][C:28]([O:30]CC)=[O:29])[N:21]=[CH:20]4)[N:13]=2)[CH:5]=[N:6][C:7]=1[O:8][CH:9]([CH3:11])[CH3:10].[OH-].[Na+]. (6) The reactants are: Cl[C:2]1[C:7]2[NH:8][CH:9]=[N:10][C:6]=2[CH:5]=[C:4]([Cl:11])[N:3]=1.[CH3:12][S-:13].[Na+].O. Given the product [Cl:11][C:4]1[N:3]=[C:2]([S:13][CH3:12])[C:7]2[NH:8][CH:9]=[N:10][C:6]=2[CH:5]=1, predict the reactants needed to synthesize it.